Dataset: Reaction yield outcomes from USPTO patents with 853,638 reactions. Task: Predict the reaction yield, written as a fraction of the theoretical maximum amount of product (1.0 means a 100% yield; for example, 0.34 means a 34% yield). (1) The reactants are Cl[C:2]1[N:3]=[C:4]([N:18]2[CH2:23][CH2:22][O:21][CH2:20][CH2:19]2)[C:5]2[N:11]=[CH:10][C:9]([C:12]3[CH:13]=[N:14][N:15]([CH3:17])[CH:16]=3)=[CH:8][C:6]=2[N:7]=1.[F:24][C:25]1[C:30]([F:31])=[C:29](B2OC(C)(C)C(C)(C)O2)[CH:28]=[CH:27][C:26]=1[NH:41][C:42](=[O:55])[NH:43][C:44]1[CH:54]=[CH:53][C:47]([C:48]([N:50]([CH3:52])[CH3:51])=[O:49])=[CH:46][CH:45]=1.C(=O)([O-])[O-].[Cs+].[Cs+].C1(C)C=CC=CC=1. The catalyst is Cl[Pd](Cl)([P](C1C=CC=CC=1)(C1C=CC=CC=1)C1C=CC=CC=1)[P](C1C=CC=CC=1)(C1C=CC=CC=1)C1C=CC=CC=1.O.CCO. The product is [F:24][C:25]1[C:30]([F:31])=[C:29]([C:2]2[N:3]=[C:4]([N:18]3[CH2:23][CH2:22][O:21][CH2:20][CH2:19]3)[C:5]3[N:11]=[CH:10][C:9]([C:12]4[CH:13]=[N:14][N:15]([CH3:17])[CH:16]=4)=[CH:8][C:6]=3[N:7]=2)[CH:28]=[CH:27][C:26]=1[NH:41][C:42](=[O:55])[NH:43][C:44]1[CH:54]=[CH:53][C:47]([C:48]([N:50]([CH3:52])[CH3:51])=[O:49])=[CH:46][CH:45]=1. The yield is 0.110. (2) The reactants are [CH3:1][C:2]1[CH:3]=[CH:4][CH:5]=[CH:6][C:7]=1[NH2:8].CCN(CC)CC.[CH3:16][C:17]([CH3:22])([CH3:21])[C:18](Cl)=[O:19]. The catalyst is C(Cl)Cl. The product is [C:2]1([CH3:1])[CH:3]=[CH:4][CH:5]=[CH:6][C:7]=1[NH:8][C:18](=[O:19])[C:17]([CH3:22])([CH3:21])[CH3:16]. The yield is 0.910. (3) The reactants are [O:1]1[CH:5]=[CH:4][CH:3]=[C:2]1C1C=CC(N2CCN(S(CC(C(C)C)C(O)=O)(=O)=O)CC2)=CC=1.[OH:29][NH:30][C:31]([C:33]1([CH2:39][S:40]([N:43]2[CH2:48][CH2:47][N:46]([C:49]3[CH:54]=[CH:53][C:52](Br)=[CH:51][CH:50]=3)[CH2:45][CH2:44]2)(=[O:42])=[O:41])[CH2:38][CH2:37][O:36][CH2:35][CH2:34]1)=[O:32].O1C=CC=C1B(O)O. No catalyst specified. The product is [OH:29][NH:30][C:31]([C:33]1([CH2:39][S:40]([N:43]2[CH2:48][CH2:47][N:46]([C:49]3[CH:54]=[CH:53][C:52]([C:2]4[O:1][CH:5]=[CH:4][CH:3]=4)=[CH:51][CH:50]=3)[CH2:45][CH2:44]2)(=[O:42])=[O:41])[CH2:38][CH2:37][O:36][CH2:35][CH2:34]1)=[O:32]. The yield is 0.140. (4) The reactants are [NH:1]([C:8](=[O:28])[CH:9]([C:19]1[CH:27]=[CH:26][C:22]([C:23]([OH:25])=O)=[CH:21][CH:20]=1)[C:10]([NH:12][C:13]1[CH:18]=[CH:17][CH:16]=[CH:15][CH:14]=1)=[O:11])[C:2]1[CH:7]=[CH:6][CH:5]=[CH:4][CH:3]=1.CCN=C=NCCCN(C)C.C1C=CC2N(O)N=NC=2C=1.[NH2:50][C:51]1[CH:56]=[C:55]([C:57]2[CH:62]=[CH:61][CH:60]=[CH:59][CH:58]=2)[CH:54]=[CH:53][C:52]=1[OH:63]. The catalyst is CN(C=O)C. The product is [OH:63][C:52]1[CH:53]=[CH:54][C:55]([C:57]2[CH:62]=[CH:61][CH:60]=[CH:59][CH:58]=2)=[CH:56][C:51]=1[NH:50][C:23]([C:22]1[CH:21]=[CH:20][C:19]([CH:9]([C:10]([NH:12][C:13]2[CH:18]=[CH:17][CH:16]=[CH:15][CH:14]=2)=[O:11])[C:8]([NH:1][C:2]2[CH:7]=[CH:6][CH:5]=[CH:4][CH:3]=2)=[O:28])=[CH:27][CH:26]=1)=[O:25]. The yield is 0.570.